This data is from CYP2D6 inhibition data for predicting drug metabolism from PubChem BioAssay. The task is: Regression/Classification. Given a drug SMILES string, predict its absorption, distribution, metabolism, or excretion properties. Task type varies by dataset: regression for continuous measurements (e.g., permeability, clearance, half-life) or binary classification for categorical outcomes (e.g., BBB penetration, CYP inhibition). Dataset: cyp2d6_veith. (1) The drug is Cc1noc(C)c1-c1nc(Nc2ccc(F)cc2)c2ccccc2n1. The result is 0 (non-inhibitor). (2) The drug is CN1[C@H]2CC[C@@H]1CC(NC(=O)c1nn(C)c3ccccc13)C2. The result is 0 (non-inhibitor).